The task is: Predict the product of the given reaction.. This data is from Forward reaction prediction with 1.9M reactions from USPTO patents (1976-2016). Given the reactants [NH2:1][C:2]([C:6]1[CH:11]=[CH:10][CH:9]=[C:8]([Br:12])[N:7]=1)([CH3:5])[CH2:3][OH:4].C([O-])([O-])=O.[K+].[K+].[Cl:19][CH2:20][C:21](Cl)=[O:22].CO, predict the reaction product. The product is: [Br:12][C:8]1[N:7]=[C:6]([C:2]([NH:1][C:21](=[O:22])[CH2:20][Cl:19])([CH3:5])[CH2:3][OH:4])[CH:11]=[CH:10][CH:9]=1.